This data is from Forward reaction prediction with 1.9M reactions from USPTO patents (1976-2016). The task is: Predict the product of the given reaction. (1) Given the reactants [NH2:1][C:2]1[N:7]=[CH:6][N:5]=[C:4]([N:8]2[C:12]3[CH:13]=[CH:14][CH:15]=[CH:16][C:11]=3[N:10]=[C:9]2[NH:17][C:18]2[CH:23]=[C:22]([N+:24]([O-])=O)[CH:21]=[CH:20][C:19]=2[CH3:27])[CH:3]=1, predict the reaction product. The product is: [NH2:1][C:2]1[N:7]=[CH:6][N:5]=[C:4]([N:8]2[C:12]3[CH:13]=[CH:14][CH:15]=[CH:16][C:11]=3[N:10]=[C:9]2[NH:17][C:18]2[CH:23]=[C:22]([NH2:24])[CH:21]=[CH:20][C:19]=2[CH3:27])[CH:3]=1. (2) Given the reactants [CH3:1][O:2][C:3]1[N:10]=[C:9]([CH3:11])[CH:8]=[C:7]([CH3:12])[C:4]=1[C:5]#[N:6].[Li+].C[Si]([N-][Si](C)(C)C)(C)C.Br[CH2:24][CH2:25][CH:26]=[CH2:27], predict the reaction product. The product is: [CH3:1][O:2][C:3]1[N:10]=[C:9]([CH3:11])[CH:8]=[C:7]([CH2:12][CH2:27][CH2:26][CH:25]=[CH2:24])[C:4]=1[C:5]#[N:6]. (3) Given the reactants [CH2:1]([O:3][SiH:4]([O:8][CH2:9][CH3:10])[O:5][CH2:6][CH3:7])[CH3:2].[CH:11]([CH:13]1[CH2:18][CH2:17][CH:16](C=C)[CH2:15][CH:14]1[CH:21]=[CH2:22])=[CH2:12].CO[SiH](OC)OC.[C:30]1([CH3:37])[C:31](C)=[CH:32][CH:33]=[CH:34][CH:35]=1, predict the reaction product. The product is: [CH2:1]([O:3][Si:4]([O:8][CH2:9][CH3:10])([O:5][CH2:6][CH3:7])[CH2:22][CH2:21][CH:14]1[CH2:15][CH2:16][CH2:17][CH2:18][C:13]1([CH:11]=[CH2:12])[CH:30]=[CH2:35])[CH3:2].[CH2:1]([O:3][Si:4]([O:8][CH2:9][CH3:10])([O:5][CH2:6][CH3:7])[CH2:12][CH2:11][CH:13]=[CH:37][CH:30]1[CH2:35][CH2:34][CH2:33][CH2:32][CH2:31]1)[CH3:2].[CH2:1]([O:3][Si:4]([O:8][CH2:9][CH3:10])([O:5][CH2:6][CH3:7])[CH2:12][CH2:11][CH:13]1[CH2:18][CH2:17][CH2:16][CH2:15][CH2:14]1)[CH3:2]. (4) Given the reactants C(Br)(Br)(Br)Br.[C:6]([O:10][C:11]([N:13]([C:32]([O:34][C:35]([CH3:38])([CH3:37])[CH3:36])=[O:33])[C:14]1[C:19]([C:20]([O:22][CH3:23])=[O:21])=[C:18]([OH:24])[C:17]([C:25]2[CH:29]=[CH:28][O:27][C:26]=2[CH2:30]O)=[CH:16][CH:15]=1)=[O:12])([CH3:9])([CH3:8])[CH3:7].C1(P(C2C=CC=CC=2)C2C=CC=CC=2)C=CC=CC=1, predict the reaction product. The product is: [C:6]([O:10][C:11]([N:13]([C:32]([O:34][C:35]([CH3:38])([CH3:36])[CH3:37])=[O:33])[C:14]1[C:19]([C:20]([O:22][CH3:23])=[O:21])=[C:18]2[C:17]([C:25]3[CH:29]=[CH:28][O:27][C:26]=3[CH2:30][O:24]2)=[CH:16][CH:15]=1)=[O:12])([CH3:9])([CH3:7])[CH3:8]. (5) Given the reactants [NH2:1][C@H:2]1[CH2:6][CH2:5][N:4]([CH2:7][C:8]2[CH:13]=[CH:12][CH:11]=[CH:10][CH:9]=2)[CH2:3]1.[OH-].[Na+].[C:16](O[C:16]([O:18][C:19]([CH3:22])([CH3:21])[CH3:20])=[O:17])([O:18][C:19]([CH3:22])([CH3:21])[CH3:20])=[O:17], predict the reaction product. The product is: [CH2:7]([N:4]1[CH2:5][CH2:6][C@H:2]([NH:1][C:16]([O:18][C:19]([CH3:22])([CH3:21])[CH3:20])=[O:17])[CH2:3]1)[C:8]1[CH:13]=[CH:12][CH:11]=[CH:10][CH:9]=1.